This data is from Catalyst prediction with 721,799 reactions and 888 catalyst types from USPTO. The task is: Predict which catalyst facilitates the given reaction. Reactant: [CH3:1][C:2]1[S:3][C:4]2[C:10](=O)[C:9](=[CH:12]N3CCOCC3)[CH2:8][CH2:7][C:5]=2[N:6]=1.[N+]([O-])(O)=O.[OH:23][C:24]1[CH:29]=[CH:28][C:27]([NH:30][C:31]([NH2:33])=[NH:32])=[CH:26][CH:25]=1.[OH-].[Na+]. Product: [CH3:1][C:2]1[S:3][C:4]2[C:10]3[N:33]=[C:31]([NH:30][C:27]4[CH:28]=[CH:29][C:24]([OH:23])=[CH:25][CH:26]=4)[N:32]=[CH:12][C:9]=3[CH2:8][CH2:7][C:5]=2[N:6]=1. The catalyst class is: 141.